Dataset: Full USPTO retrosynthesis dataset with 1.9M reactions from patents (1976-2016). Task: Predict the reactants needed to synthesize the given product. (1) The reactants are: [CH2:1]([O:5][CH2:6][CH2:7][O:8][C:9]1[CH:14]=[CH:13][C:12]([C:15]2[CH:16]=[CH:17][C:18]3[N:25]([CH2:26][CH:27]([CH3:29])[CH3:28])[CH2:24][CH2:23][CH2:22][C:21]([C:30]([NH:32][C:33]4[CH:38]=[CH:37][C:36]([S:39]([CH2:41][C:42]5[N:46]([CH2:47][CH2:48][CH3:49])[CH:45]=[N:44][CH:43]=5)=[O:40])=[CH:35][CH:34]=4)=[O:31])=[CH:20][C:19]=3[CH:50]=2)=[CH:11][CH:10]=1)[CH2:2][CH2:3][CH3:4].[CH3:51][S:52]([OH:55])(=[O:54])=[O:53]. Given the product [CH3:51][S:52]([OH:55])(=[O:54])=[O:53].[CH2:1]([O:5][CH2:6][CH2:7][O:8][C:9]1[CH:14]=[CH:13][C:12]([C:15]2[CH:16]=[CH:17][C:18]3[N:25]([CH2:26][CH:27]([CH3:28])[CH3:29])[CH2:24][CH2:23][CH2:22][C:21]([C:30]([NH:32][C:33]4[CH:34]=[CH:35][C:36]([S:39]([CH2:41][C:42]5[N:46]([CH2:47][CH2:48][CH3:49])[CH:45]=[N:44][CH:43]=5)=[O:40])=[CH:37][CH:38]=4)=[O:31])=[CH:20][C:19]=3[CH:50]=2)=[CH:11][CH:10]=1)[CH2:2][CH2:3][CH3:4], predict the reactants needed to synthesize it. (2) Given the product [F:16][C:13]1[CH:14]=[CH:15][C:10]([N:1]2[CH:5]=[C:4]([CH2:6][CH2:7][OH:8])[CH:3]=[N:2]2)=[N:11][CH:12]=1, predict the reactants needed to synthesize it. The reactants are: [NH:1]1[CH:5]=[C:4]([CH2:6][CH2:7][OH:8])[CH:3]=[N:2]1.F[C:10]1[CH:15]=[CH:14][C:13]([F:16])=[CH:12][N:11]=1.C([O-])([O-])=O.[Cs+].[Cs+].O. (3) Given the product [C:30]([C:27]1[CH:26]=[CH:25][C:24]([C:23]([C:18]2[CH:19]=[CH:20][CH:21]=[CH:22][C:17]=2[NH:16][CH:4]([CH2:5][C:6]2[CH:11]=[CH:10][C:9]([O:12][CH2:13][CH2:14][C:45]3[C:46]4[NH:47][C:48]5[C:40](=[CH:39][CH:38]=[CH:37][CH:36]=5)[C:41]=4[CH:42]=[CH:43][CH:44]=3)=[CH:8][CH:7]=2)[C:3]([OH:2])=[O:35])=[O:34])=[CH:29][CH:28]=1)([CH3:33])([CH3:31])[CH3:32], predict the reactants needed to synthesize it. The reactants are: C[O:2][C:3](=[O:35])[CH:4]([NH:16][C:17]1[CH:22]=[CH:21][CH:20]=[CH:19][C:18]=1[C:23](=[O:34])[C:24]1[CH:29]=[CH:28][C:27]([C:30]([CH3:33])([CH3:32])[CH3:31])=[CH:26][CH:25]=1)[CH2:5][C:6]1[CH:11]=[CH:10][C:9]([O:12][CH2:13][CH2:14]Br)=[CH:8][CH:7]=1.[CH:36]1[C:48]2[NH:47][C:46]3[C:41](=[CH:42][CH:43]=[CH:44][CH:45]=3)[C:40]=2[CH:39]=[CH:38][CH:37]=1.[OH-].[Na+]. (4) Given the product [Cl:40][C:41]1[CH:46]=[CH:45][C:44]([C@@H:47]2[C:54]3[C:53]([CH3:55])=[N:52][N:51]([CH:56]([CH3:58])[CH3:57])[C:50]=3[C:49](=[O:59])[N:48]2[C:60]2[CH:61]=[C:62]([CH3:70])[C:63]3[N:64]([C:66]([CH3:69])=[N:67][N:68]=3)[CH:65]=2)=[C:43]([F:71])[CH:42]=1, predict the reactants needed to synthesize it. The reactants are: ClC1C=CC(C2C3C(C)=NN(C4CN(C(OC(C)(C)C)=O)C4)C=3C(=O)N2C2C=C(C)C3N(C(C)=NN=3)C=2)=CC=1.[Cl:40][C:41]1[CH:46]=[CH:45][C:44]([CH:47]2[C:54]3[C:53]([CH3:55])=[N:52][N:51]([CH:56]([CH3:58])[CH3:57])[C:50]=3[C:49](=[O:59])[N:48]2[C:60]2[CH:61]=[C:62]([CH3:70])[C:63]3[N:64]([C:66]([CH3:69])=[N:67][N:68]=3)[CH:65]=2)=[C:43]([F:71])[CH:42]=1.